This data is from NCI-60 drug combinations with 297,098 pairs across 59 cell lines. The task is: Regression. Given two drug SMILES strings and cell line genomic features, predict the synergy score measuring deviation from expected non-interaction effect. (1) Drug 1: CN(C)N=NC1=C(NC=N1)C(=O)N. Drug 2: C1=CC=C(C(=C1)C(C2=CC=C(C=C2)Cl)C(Cl)Cl)Cl. Cell line: SK-OV-3. Synergy scores: CSS=3.44, Synergy_ZIP=-2.03, Synergy_Bliss=-3.19, Synergy_Loewe=-2.86, Synergy_HSA=-2.87. (2) Drug 1: CC1C(C(=O)NC(C(=O)N2CCCC2C(=O)N(CC(=O)N(C(C(=O)O1)C(C)C)C)C)C(C)C)NC(=O)C3=C4C(=C(C=C3)C)OC5=C(C(=O)C(=C(C5=N4)C(=O)NC6C(OC(=O)C(N(C(=O)CN(C(=O)C7CCCN7C(=O)C(NC6=O)C(C)C)C)C)C(C)C)C)N)C. Drug 2: CCCCC(=O)OCC(=O)C1(CC(C2=C(C1)C(=C3C(=C2O)C(=O)C4=C(C3=O)C=CC=C4OC)O)OC5CC(C(C(O5)C)O)NC(=O)C(F)(F)F)O. Cell line: DU-145. Synergy scores: CSS=48.1, Synergy_ZIP=9.74, Synergy_Bliss=9.37, Synergy_Loewe=8.67, Synergy_HSA=9.07. (3) Drug 1: CC1=C2C(C(=O)C3(C(CC4C(C3C(C(C2(C)C)(CC1OC(=O)C(C(C5=CC=CC=C5)NC(=O)OC(C)(C)C)O)O)OC(=O)C6=CC=CC=C6)(CO4)OC(=O)C)O)C)O. Cell line: NCI-H322M. Synergy scores: CSS=14.9, Synergy_ZIP=-2.69, Synergy_Bliss=-4.96, Synergy_Loewe=8.83, Synergy_HSA=-4.92. Drug 2: C1=NNC2=C1C(=O)NC=N2.